Dataset: Experimentally validated miRNA-target interactions with 360,000+ pairs, plus equal number of negative samples. Task: Binary Classification. Given a miRNA mature sequence and a target amino acid sequence, predict their likelihood of interaction. The miRNA is hsa-miR-134-5p with sequence UGUGACUGGUUGACCAGAGGGG. The protein sequence of the target gene is MEDNNMLPQFIHGILSTSHSLFTRSIQELDEGATTPYDYDDGEPCHKTSVKQIGAWILPPLYSLVFIFGFVGNMLVIIILIGCKKLKSMTDIYLLNLAISDLLFLLTLPFWAHYAANEWVFGNIMCKVFTGLYHIGYFGGIFFIILLTIDRYLAIVHAVFALKARTVTFGVITSVVTWVVAVFASLPGIIFTKSKQDDHHYTCGPYFTQLWKNFQTIMRNILSLILPLLVMVICYSGILHTLFRCRNEKKRHRAVRLIFAIMIVYFLFWTPYNIVLFLTTFQESLGMSNCVIDKHLDQAM.... Result: 0 (no interaction).